This data is from CYP2C9 inhibition data for predicting drug metabolism from PubChem BioAssay. The task is: Regression/Classification. Given a drug SMILES string, predict its absorption, distribution, metabolism, or excretion properties. Task type varies by dataset: regression for continuous measurements (e.g., permeability, clearance, half-life) or binary classification for categorical outcomes (e.g., BBB penetration, CYP inhibition). Dataset: cyp2c9_veith. The result is 1 (inhibitor). The drug is CCOC(=O)C1=C(CSc2nc(-c3ccccc3)ccc2C#N)OC(N)=C(C#N)C1c1ccc(OC)cc1.